This data is from Forward reaction prediction with 1.9M reactions from USPTO patents (1976-2016). The task is: Predict the product of the given reaction. (1) Given the reactants [CH2:1]([OH:11])[CH2:2][CH2:3][CH2:4][CH2:5][CH2:6][CH2:7][CH2:8][CH2:9][OH:10].[CH2:12]([CH:20]([CH2:24][CH2:25][CH2:26][CH2:27][CH2:28][CH2:29][CH2:30][CH2:31][CH2:32][CH3:33])[C:21](O)=[O:22])[CH2:13][CH2:14][CH2:15][CH2:16][CH2:17][CH2:18][CH3:19].C1CCC(N=C=NC2CCCCC2)CC1, predict the reaction product. The product is: [CH2:12]([CH:20]([CH2:24][CH2:25][CH2:26][CH2:27][CH2:28][CH2:29][CH2:30][CH2:31][CH2:32][CH3:33])[C:21]([O:11][CH2:1][CH2:2][CH2:3][CH2:4][CH2:5][CH2:6][CH2:7][CH2:8][CH2:9][OH:10])=[O:22])[CH2:13][CH2:14][CH2:15][CH2:16][CH2:17][CH2:18][CH3:19]. (2) Given the reactants [CH3:1][CH:2](C)[O-].[Li+].[I-].[Li+].[C:8]([C:10]1[CH:22]=[CH:21][C:13]([C:14]([O:16][C:17]([CH3:20])([CH3:19])[CH3:18])=[O:15])=[CH:12][CH:11]=1)#[N:9].C([Zn]CC)C, predict the reaction product. The product is: [NH2:9][C:8]1([C:10]2[CH:22]=[CH:21][C:13]([C:14]([O:16][C:17]([CH3:18])([CH3:19])[CH3:20])=[O:15])=[CH:12][CH:11]=2)[CH2:2][CH2:1]1. (3) The product is: [Br:1][C:2]1[CH:3]=[CH:4][C:5]([CH3:11])=[C:6]([NH2:7])[C:10]=1[NH2:9]. Given the reactants [Br:1][C:2]1[C:10]2[C:6](=[N:7]S[N:9]=2)[C:5]([CH3:11])=[CH:4][CH:3]=1.[Mg], predict the reaction product. (4) Given the reactants [NH2:1][CH2:2][CH2:3][C:4]1[CH:5]=[C:6]2[C:10](=[CH:11][CH:12]=1)[NH:9][CH:8]=[C:7]2[C:13]#[N:14].[CH:15](N(CC)C(C)C)([CH3:17])[CH3:16].[C:24](=O)([O-:38])[O:25]N1C2C=CC=C(CC=C)C=2N=N1, predict the reaction product. The product is: [C:13]([C:7]1[C:6]2[C:10](=[CH:11][CH:12]=[C:4]([CH2:3][CH2:2][NH:1][C:24]([O:38][CH2:16][CH:15]=[CH2:17])=[O:25])[CH:5]=2)[NH:9][CH:8]=1)#[N:14]. (5) Given the reactants [Br:1][C:2]1[C:3]([O:9][CH3:10])=[N:4][C:5](Cl)=[N:6][CH:7]=1.[NH2:11][CH2:12][CH2:13][OH:14], predict the reaction product. The product is: [Br:1][C:2]1[C:3]([O:9][CH3:10])=[N:4][C:5]([NH:11][CH2:12][CH2:13][OH:14])=[N:6][CH:7]=1. (6) Given the reactants Cl.[F:2][C:3]1[CH:10]=[CH:9][CH:8]=[C:7]([O:11][CH2:12][CH:13]2[CH2:18][CH2:17][NH:16][CH2:15][CH2:14]2)[C:4]=1[C:5]#[N:6].[I:19][C:20]1[CH:28]=[CH:27][C:23]([C:24](Cl)=[O:25])=[CH:22][CH:21]=1.C(N(CC)CC)C, predict the reaction product. The product is: [I:19][C:20]1[CH:28]=[CH:27][C:23]([C:24]([N:16]2[CH2:17][CH2:18][CH:13]([CH2:12][O:11][C:7]3[CH:8]=[CH:9][CH:10]=[C:3]([F:2])[C:4]=3[C:5]#[N:6])[CH2:14][CH2:15]2)=[O:25])=[CH:22][CH:21]=1. (7) The product is: [CH3:1][O:2][C:3]1[CH:4]=[C:5]([CH:9]=[C:10]([O:14][CH2:15][CH3:16])[C:11]=1[O:12][CH3:13])[C:6]([N:43]1[CH2:44][CH2:45][C:41]([CH2:40][CH2:39][N:35]2[CH2:36][CH2:37][CH2:38][N:32]([C:24]3[N:23]([CH2:22][CH2:21][O:20][CH2:18][CH3:19])[C:27]4[CH:28]=[CH:29][CH:30]=[CH:31][C:26]=4[N:25]=3)[CH2:33][CH2:34]2)([C:46]2[CH:51]=[CH:50][CH:49]=[CH:48][CH:47]=2)[CH2:42]1)=[O:8]. Given the reactants [CH3:1][O:2][C:3]1[CH:4]=[C:5]([CH:9]=[C:10]([O:14][CH2:15][CH3:16])[C:11]=1[O:12][CH3:13])[C:6]([OH:8])=O.Cl.[CH2:18]([O:20][CH2:21][CH2:22][N:23]1[C:27]2[CH:28]=[CH:29][CH:30]=[CH:31][C:26]=2[N:25]=[C:24]1[N:32]1[CH2:38][CH2:37][CH2:36][N:35]([CH2:39][CH2:40][C:41]2([C:46]3[CH:51]=[CH:50][CH:49]=[CH:48][CH:47]=3)[CH2:45][CH2:44][NH:43][CH2:42]2)[CH2:34][CH2:33]1)[CH3:19], predict the reaction product.